Dataset: Reaction yield outcomes from USPTO patents with 853,638 reactions. Task: Predict the reaction yield, written as a fraction of the theoretical maximum amount of product (1.0 means a 100% yield; for example, 0.34 means a 34% yield). (1) The reactants are [CH2:1]([C:3]1[N:4]([C:28]2[CH:33]=[CH:32][C:31]([O:34][C:35]([CH3:39])([CH3:38])[CH2:36][OH:37])=[CH:30][CH:29]=2)[C:5](=[O:27])[C:6]([CH2:12][C:13]2[CH:18]=[CH:17][C:16]([C:19]3[C:20]([C:25]#[N:26])=[CH:21][CH:22]=[CH:23][CH:24]=3)=[CH:15][CH:14]=2)=[C:7]([CH2:9][CH2:10][CH3:11])[N:8]=1)[CH3:2].[H-].[Na+].[CH3:42]I. The catalyst is CN(C)C=O.C(OCC)(=O)C. The product is [CH2:1]([C:3]1[N:4]([C:28]2[CH:29]=[CH:30][C:31]([O:34][C:35]([CH3:39])([CH3:38])[CH2:36][O:37][CH3:42])=[CH:32][CH:33]=2)[C:5](=[O:27])[C:6]([CH2:12][C:13]2[CH:14]=[CH:15][C:16]([C:19]3[C:20]([C:25]#[N:26])=[CH:21][CH:22]=[CH:23][CH:24]=3)=[CH:17][CH:18]=2)=[C:7]([CH2:9][CH2:10][CH3:11])[N:8]=1)[CH3:2]. The yield is 0.480. (2) The reactants are [CH:1]1([CH2:7][C:8]([O:10][CH3:11])=[O:9])[CH2:6][CH2:5][CH2:4][CH2:3][CH2:2]1.[CH3:12]I. No catalyst specified. The product is [CH:1]1([CH:7]([CH3:12])[C:8]([O:10][CH3:11])=[O:9])[CH2:6][CH2:5][CH2:4][CH2:3][CH2:2]1. The yield is 0.930. (3) The reactants are C[O:2][C:3](=[O:35])[CH2:4][O:5][C:6]1[CH:11]=[CH:10][C:9]([CH2:12][N:13]2[CH:17]=[C:16]([C:18]3[CH:23]=[CH:22][C:21]([Cl:24])=[CH:20][C:19]=3[Cl:25])[N:15]=[C:14]2/[CH:26]=[CH:27]/[C:28]2[CH:33]=[CH:32][C:31](Br)=[CH:30][CH:29]=2)=[CH:8][CH:7]=1.[F:36][C:37]([F:48])([F:47])[C:38]1[CH:39]=[C:40](B(O)O)[CH:41]=[CH:42][CH:43]=1. No catalyst specified. The product is [Cl:25][C:19]1[CH:20]=[C:21]([Cl:24])[CH:22]=[CH:23][C:18]=1[C:16]1[N:15]=[C:14](/[CH:26]=[CH:27]/[C:28]2[CH:33]=[CH:32][C:31]([C:42]3[CH:41]=[CH:40][CH:39]=[C:38]([C:37]([F:48])([F:47])[F:36])[CH:43]=3)=[CH:30][CH:29]=2)[N:13]([CH2:12][C:9]2[CH:8]=[CH:7][C:6]([O:5][CH2:4][C:3]([OH:2])=[O:35])=[CH:11][CH:10]=2)[CH:17]=1. The yield is 0.630. (4) No catalyst specified. The yield is 0.810. The product is [Br:1][C:2]1[CH:10]=[CH:9][CH:8]=[C:7]2[C:3]=1[C:4]1([C:20]3[CH:25]=[C:24]([F:26])[C:23]([F:27])=[CH:22][C:21]=3[O:19][CH2:18]1)[C:5](=[O:17])[N:6]2[CH2:11][C:12]([O:14][CH2:15][CH3:16])=[O:13]. The reactants are [Br:1][C:2]1[CH:10]=[CH:9][CH:8]=[C:7]2[C:3]=1[C:4]([C:20]1[CH:25]=[C:24]([F:26])[C:23]([F:27])=[CH:22][C:21]=1O)([CH2:18][OH:19])[C:5](=[O:17])[N:6]2[CH2:11][C:12]([O:14][CH2:15][CH3:16])=[O:13].C1(CCN2C3C(=CC=CC=3)C(C3C(O)=CC4OCOC=4C=3)(CO)C2=O)CC1. (5) The reactants are [C:1]([O:5][C:6]([N:8]1[CH2:13][CH:12]=[C:11]([C:14]2[C:19]([CH:20]3[CH2:23][NH:22][CH2:21]3)=[N:18][CH:17]=[CH:16][N:15]=2)[CH2:10][CH2:9]1)=[O:7])([CH3:4])([CH3:3])[CH3:2]. The catalyst is CO.[Pd]. The product is [C:1]([O:5][C:6]([N:8]1[CH2:13][CH2:12][CH:11]([C:14]2[C:19]([CH:20]3[CH2:21][NH:22][CH2:23]3)=[N:18][CH:17]=[CH:16][N:15]=2)[CH2:10][CH2:9]1)=[O:7])([CH3:4])([CH3:2])[CH3:3]. The yield is 0.929. (6) The reactants are [C:1]([O:5][C:6]([N:8]1[CH2:13][CH2:12][CH:11]([OH:14])[CH2:10][CH2:9]1)=[O:7])([CH3:4])([CH3:3])[CH3:2].[F:15][C:16]([F:28])([F:27])[C:17]1[CH:22]=[C:21]([N+:23]([O-:25])=[O:24])[CH:20]=[CH:19][C:18]=1O.FC(F)(F)C1C=C([N+]([O-])=O)C=CC=1.C1(P(C2C=CC=CC=2)C2C=CC=CC=2)C=CC=CC=1. The catalyst is ClCCl.N(C(OCC)=O)=NC(OCC)=O. The product is [C:1]([O:5][C:6]([N:8]1[CH2:13][CH2:12][CH:11]([O:14][C:18]2[CH:19]=[CH:20][C:21]([N+:23]([O-:25])=[O:24])=[CH:22][C:17]=2[C:16]([F:15])([F:27])[F:28])[CH2:10][CH2:9]1)=[O:7])([CH3:4])([CH3:2])[CH3:3]. The yield is 0.880. (7) The reactants are Br[C:2]1[C:3]([CH3:22])=[C:4]([N:8]2[CH2:20][CH2:19][N:11]3[C:12]4[CH:13]=[CH:14][CH:15]=[CH:16][C:17]=4[CH:18]=[C:10]3[C:9]2=[O:21])[CH:5]=[CH:6][CH:7]=1.[CH3:23][C:24]1([CH3:40])[C:28]([CH3:30])([CH3:29])[O:27][B:26]([B:26]2[O:27][C:28]([CH3:30])([CH3:29])[C:24]([CH3:40])([CH3:23])[O:25]2)[O:25]1.C([O-])(=O)C.[K+].CC(C1C=C(C(C)C)C(C2C=CC=CC=2P(C2CCCCC2)C2CCCCC2)=C(C(C)C)C=1)C. The catalyst is C1C=CC(/C=C/C(/C=C/C2C=CC=CC=2)=O)=CC=1.C1C=CC(/C=C/C(/C=C/C2C=CC=CC=2)=O)=CC=1.C1C=CC(/C=C/C(/C=C/C2C=CC=CC=2)=O)=CC=1.[Pd].[Pd].O1CCOCC1. The product is [CH3:22][C:3]1[C:2]([B:26]2[O:27][C:28]([CH3:30])([CH3:29])[C:24]([CH3:40])([CH3:23])[O:25]2)=[CH:7][CH:6]=[CH:5][C:4]=1[N:8]1[CH2:20][CH2:19][N:11]2[C:12]3[CH:13]=[CH:14][CH:15]=[CH:16][C:17]=3[CH:18]=[C:10]2[C:9]1=[O:21]. The yield is 0.570. (8) The reactants are [CH2:1]([S:3]([NH:6][C:7]1[CH:12]=[CH:11][C:10]([C:13]2[N:14]([C:18]([O:20][C:21]([CH3:24])([CH3:23])[CH3:22])=[O:19])[CH:15]=[CH:16][CH:17]=2)=[CH:9][CH:8]=1)(=[O:5])=[O:4])[CH3:2].ClS([N:29]=[C:30]=O)(=O)=O. The catalyst is O1CCCC1. The product is [C:30]([C:15]1[N:14]([C:18]([O:20][C:21]([CH3:23])([CH3:22])[CH3:24])=[O:19])[C:13]([C:10]2[CH:9]=[CH:8][C:7]([NH:6][S:3]([CH2:1][CH3:2])(=[O:5])=[O:4])=[CH:12][CH:11]=2)=[CH:17][CH:16]=1)#[N:29]. The yield is 0.570. (9) The catalyst is C(O)C. The reactants are [CH3:1][C:2]([CH2:13][CH2:14][CH:15]=[C:16]([CH3:18])[CH3:17])=[CH:3][CH2:4][NH:5][C:6](=[O:12])[C:7]([O:9]CC)=O.[N:19]1[CH:24]=[CH:23][CH:22]=[CH:21][C:20]=1[CH2:25][CH2:26][NH2:27]. The product is [CH2:4]([NH:5][C:6](=[O:12])[C:7]([NH:27][CH2:26][CH2:25][C:20]1[CH:21]=[CH:22][CH:23]=[CH:24][N:19]=1)=[O:9])/[CH:3]=[C:2](/[CH2:13][CH2:14][CH:15]=[C:16]([CH3:17])[CH3:18])\[CH3:1]. The yield is 0.650. (10) The reactants are COC([C:5]1[C:6]([C:17]2[CH:25]=[CH:24][C:20]3[O:21][CH2:22][O:23][C:19]=3[CH:18]=2)(C#N)[C:7]2[C:12]([C:13]=1N)=[CH:11][CH:10]=[CH:9][CH:8]=2)=O.S(=O)(=O)(O)[OH:27].[C:31]([OH:34])(=[O:33])C. No catalyst specified. The product is [O:21]1[C:20]2[CH:24]=[CH:25][C:17]([C:6]3([C:31]([OH:34])=[O:33])[C:7]4[C:12](=[CH:11][CH:10]=[CH:9][CH:8]=4)[C:13](=[O:27])[CH2:5]3)=[CH:18][C:19]=2[O:23][CH2:22]1. The yield is 0.800.